From a dataset of Forward reaction prediction with 1.9M reactions from USPTO patents (1976-2016). Predict the product of the given reaction. (1) Given the reactants [CH:1]1[CH:2]=[CH:3][N:4]2[CH2:10][C:9]3[CH:11]=[CH:12][CH:13]=[CH:14][C:8]=3[N:7]([C:15]([C:17]3[CH:22]=[CH:21][C:20]([C:23]4[CH:28]=[CH:27][CH:26]=[CH:25][C:24]=4[CH3:29])=[C:19]([CH3:30])[CH:18]=3)=[O:16])[CH2:6][C:5]=12.CN(C)C1C=CC=CC=1.[Cl:40][C:41]([Cl:46])([Cl:45])[C:42](Cl)=[O:43], predict the reaction product. The product is: [Cl:40][C:41]([Cl:46])([Cl:45])[C:42]([C:3]1[N:4]2[C:5]([CH2:6][N:7]([C:15]([C:17]3[CH:22]=[CH:21][C:20]([C:23]4[CH:28]=[CH:27][CH:26]=[CH:25][C:24]=4[CH3:29])=[C:19]([CH3:30])[CH:18]=3)=[O:16])[C:8]3[CH:14]=[CH:13][CH:12]=[CH:11][C:9]=3[CH2:10]2)=[CH:1][CH:2]=1)=[O:43]. (2) Given the reactants N(C(OCC)=O)=NC(OCC)=O.[F:13][C:14]1[C:22]([O:23][C:24]2[C:33]3[C:28](=[CH:29][C:30]([O:35][CH3:36])=[C:31]([OH:34])[CH:32]=3)[N:27]=[CH:26][N:25]=2)=[CH:21][CH:20]=[C:19]2[C:15]=1[CH:16]=[C:17]([CH3:37])[NH:18]2.C1(P(C2C=CC=CC=2)C2C=CC=CC=2)C=CC=CC=1.[C:57]([N:60]1[CH2:65][CH2:64][N:63]([CH2:66][CH2:67][CH2:68]O)[CH2:62][CH2:61]1)(=[O:59])[CH3:58], predict the reaction product. The product is: [C:57]([N:60]1[CH2:65][CH2:64][N:63]([CH2:66][CH2:67][CH2:68][O:34][C:31]2[CH:32]=[C:33]3[C:28](=[CH:29][C:30]=2[O:35][CH3:36])[N:27]=[CH:26][N:25]=[C:24]3[O:23][C:22]2[C:14]([F:13])=[C:15]3[C:19](=[CH:20][CH:21]=2)[NH:18][C:17]([CH3:37])=[CH:16]3)[CH2:62][CH2:61]1)(=[O:59])[CH3:58]. (3) Given the reactants [CH:1]([C:3]1[CH:4]=[C:5]([CH:10]=[CH:11][C:12]=1[NH2:13])[C:6]([O:8][CH3:9])=[O:7])=O.[NH2:14][C:15](N)=[O:16], predict the reaction product. The product is: [OH:16][C:15]1[N:14]=[CH:1][C:3]2[C:12](=[CH:11][CH:10]=[C:5]([C:6]([O:8][CH3:9])=[O:7])[CH:4]=2)[N:13]=1. (4) Given the reactants C(O[C:6]([C:8]1[N:9]=[CH:10][C:11]2[C:16]([C:17]=1[OH:18])=[CH:15][CH:14]=[C:13]([S:19]([CH:22]1[CH2:27][CH2:26][CH2:25][CH2:24][CH2:23]1)(=[O:21])=[O:20])[CH:12]=2)=[O:7])CCC.[NH2:28][CH2:29][CH2:30][C:31]([OH:33])=[O:32].C[O-].[Na+].CO.Cl, predict the reaction product. The product is: [CH:22]1([S:19]([C:13]2[CH:12]=[C:11]3[C:16]([C:17]([OH:18])=[C:8]([C:6]([NH:28][CH2:29][CH2:30][C:31]([OH:33])=[O:32])=[O:7])[N:9]=[CH:10]3)=[CH:15][CH:14]=2)(=[O:20])=[O:21])[CH2:23][CH2:24][CH2:25][CH2:26][CH2:27]1. (5) Given the reactants [Br:1][C:2]1[N:7]=[C:6]([C:8]([NH:11]C(=O)C)([CH3:10])[CH3:9])[CH:5]=[CH:4][CH:3]=1.[OH-].[Na+], predict the reaction product. The product is: [Br:1][C:2]1[N:7]=[C:6]([C:8]([NH2:11])([CH3:9])[CH3:10])[CH:5]=[CH:4][CH:3]=1. (6) Given the reactants [NH2:1][CH:2]1[CH2:11][C:10]2[N:9]=[CH:8][C:7]([N:12]3[C:17](=[O:18])[CH:16]=[N:15][C:14]4[N:19]=[CH:20][C:21]([O:23][CH3:24])=[CH:22][C:13]3=4)=[CH:6][C:5]=2[CH2:4][CH2:3]1.C(N(CC)CC)C.[O:32]=[C:33]1[CH2:38][O:37][C:36]2[CH:39]=[CH:40][C:41]([CH:43]=O)=[N:42][C:35]=2[NH:34]1.C(O[BH-](OC(=O)C)OC(=O)C)(=O)C.[Na+].C(=O)(O)[O-].[Na+], predict the reaction product. The product is: [CH3:24][O:23][C:21]1[CH:20]=[N:19][C:14]2[N:15]=[CH:16][C:17](=[O:18])[N:12]([C:7]3[CH:8]=[N:9][C:10]4[CH2:11][CH:2]([NH:1][CH2:43][C:41]5[CH:40]=[CH:39][C:36]6[O:37][CH2:38][C:33](=[O:32])[NH:34][C:35]=6[N:42]=5)[CH2:3][CH2:4][C:5]=4[CH:6]=3)[C:13]=2[CH:22]=1. (7) Given the reactants [NH2:1][C:2]1[CH:7]=[CH:6][C:5]([F:8])=[CH:4][N:3]=1.[Br:9][CH:10]([CH3:18])[C:11](=[O:17])[C:12]([O:14][CH2:15][CH3:16])=[O:13], predict the reaction product. The product is: [Br-:9].[NH2:1][C:2]1[CH:7]=[CH:6][C:5]([F:8])=[CH:4][N+:3]=1[CH:10]([C:11](=[O:17])[C:12]([O:14][CH2:15][CH3:16])=[O:13])[CH3:18].